This data is from Catalyst prediction with 721,799 reactions and 888 catalyst types from USPTO. The task is: Predict which catalyst facilitates the given reaction. (1) Reactant: [F:1][S:2]([F:15])([F:14])([F:13])([F:12])[C:3]1[CH:4]=[C:5]([CH:9]=[CH:10][CH:11]=1)[C:6]([OH:8])=[O:7].FF.S(=O)(=O)(O)O.[Br:23]N1C(=O)CCC1=O. Product: [Br:23][C:10]1[CH:9]=[C:5]([CH:4]=[C:3]([S:2]([F:12])([F:13])([F:14])([F:15])[F:1])[CH:11]=1)[C:6]([OH:8])=[O:7]. The catalyst class is: 55. (2) Reactant: [C:1]([O:5][C:6]([N:8]([CH3:40])[CH2:9][CH2:10][N:11]([CH3:39])[C:12](=[O:38])[CH2:13][N:14]1[C:22]2[C:17](=[CH:18][CH:19]=[C:20]([C:23](O)=[O:24])[CH:21]=2)[C:16]([CH:26]2[CH2:31][CH2:30][CH2:29][CH2:28][CH2:27]2)=[C:15]1[C:32]1[CH:37]=[CH:36][CH:35]=[CH:34][CH:33]=1)=[O:7])([CH3:4])([CH3:3])[CH3:2].[CH2:41]([NH:48][S:49]([CH2:52][CH2:53][CH2:54][Cl:55])(=[O:51])=[O:50])[C:42]1[CH:47]=[CH:46][CH:45]=[CH:44][CH:43]=1.CCN=C=NCCCN(C)C.Cl. Product: [CH2:41]([N:48]([S:49]([CH2:52][CH2:53][CH2:54][Cl:55])(=[O:51])=[O:50])[C:23]([C:20]1[CH:21]=[C:22]2[C:17]([C:16]([CH:26]3[CH2:31][CH2:30][CH2:29][CH2:28][CH2:27]3)=[C:15]([C:32]3[CH:37]=[CH:36][CH:35]=[CH:34][CH:33]=3)[N:14]2[CH2:13][C:12]([N:11]([CH3:39])[CH2:10][CH2:9][N:8]([CH3:40])[C:6](=[O:7])[O:5][C:1]([CH3:2])([CH3:3])[CH3:4])=[O:38])=[CH:18][CH:19]=1)=[O:24])[C:42]1[CH:43]=[CH:44][CH:45]=[CH:46][CH:47]=1. The catalyst class is: 64. (3) Reactant: [OH:1][C:2]1[CH:7]=[C:6]([O:8][CH2:9][CH2:10][O:11][CH3:12])[CH:5]=[CH:4][C:3]=1/[CH:13]=[CH:14]/[C:15]([O:17][CH2:18][CH3:19])=[O:16].[C:20]([N:27]1[CH2:32][CH2:31][CH:30](O)[CH2:29][CH2:28]1)([O:22][C:23]([CH3:26])([CH3:25])[CH3:24])=[O:21].C(P(CCCC)CCCC)CCC.N(C(N1CCCCC1)=O)=NC(N1CCCCC1)=O. Product: [CH2:18]([O:17][C:15](=[O:16])/[CH:14]=[CH:13]/[C:3]1[CH:4]=[CH:5][C:6]([O:8][CH2:9][CH2:10][O:11][CH3:12])=[CH:7][C:2]=1[O:1][CH:30]1[CH2:31][CH2:32][N:27]([C:20]([O:22][C:23]([CH3:26])([CH3:25])[CH3:24])=[O:21])[CH2:28][CH2:29]1)[CH3:19]. The catalyst class is: 359. (4) Reactant: [Na:1].[S:2]([O:6][N:7]1[C:13](=[O:14])[N:12]2[CH2:15][C@H:8]1[CH2:9][CH2:10][C@H:11]2[CH2:16][NH:17]C(OC(C)(C)C)=O)([OH:5])(=[O:4])=[O:3].FC(F)(F)C(O)=O. Product: [Na:1].[S:2]([O:6][N:7]1[C:13](=[O:14])[N:12]2[CH2:15][C@H:8]1[CH2:9][CH2:10][C@H:11]2[CH2:16][NH2:17])([OH:5])(=[O:3])=[O:4]. The catalyst class is: 4. (5) Product: [F:10][C:9]([F:12])([F:11])[C:8]([C:4]1[CH:3]=[C:2]([B:15]([OH:19])[OH:16])[CH:7]=[N:6][CH:5]=1)([OH:14])[CH3:13]. The catalyst class is: 62. Reactant: Br[C:2]1[CH:3]=[C:4]([C:8]([OH:14])([CH3:13])[C:9]([F:12])([F:11])[F:10])[CH:5]=[N:6][CH:7]=1.[B:15]1(B2OC(C)(C)C(C)(C)O2)[O:19]C(C)(C)C(C)(C)[O:16]1.C1(P(C2CCCCC2)C2CCCCC2)CCCCC1.C([O-])(=O)C.[K+].